From a dataset of Catalyst prediction with 721,799 reactions and 888 catalyst types from USPTO. Predict which catalyst facilitates the given reaction. (1) Reactant: ClC[C:3]([N:5]1[CH2:10][CH2:9][N:8]([S:11]([C:14]2[CH:23]=[CH:22][C:21]3[C:16](=[CH:17][CH:18]=[CH:19][CH:20]=3)[CH:15]=2)(=[O:13])=[O:12])[CH2:7][CH2:6]1)=[O:4].[N:24]1[CH:29]=[CH:28][CH:27]=[C:26]([CH2:30][OH:31])[CH:25]=1.ClC(Cl)(OC(=O)OC(Cl)(Cl)Cl)Cl. Product: [CH:15]1[C:16]2[C:21](=[CH:20][CH:19]=[CH:18][CH:17]=2)[CH:22]=[CH:23][C:14]=1[S:11]([N:8]1[CH2:7][CH2:6][N:5]([C:3]([O:31][CH2:30][C:26]2[CH:25]=[N:24][CH:29]=[CH:28][CH:27]=2)=[O:4])[CH2:10][CH2:9]1)(=[O:13])=[O:12]. The catalyst class is: 2. (2) Reactant: [Cl:1][C:2]1[C:10]([N:11]([CH3:20])[S:12]([C:15]2[S:16][CH:17]=[CH:18][CH:19]=2)(=[O:14])=[O:13])=[C:9]2[C:5]([CH:6]=[C:7]([C:21]([NH2:23])=O)[NH:8]2)=[CH:4][CH:3]=1.COC1C=CC(P2(SP(C3C=CC(OC)=CC=3)(=S)S2)=[S:33])=CC=1. Product: [Cl:1][C:2]1[C:10]([N:11]([CH3:20])[S:12]([C:15]2[S:16][CH:17]=[CH:18][CH:19]=2)(=[O:14])=[O:13])=[C:9]2[C:5]([CH:6]=[C:7]([C:21](=[S:33])[NH2:23])[NH:8]2)=[CH:4][CH:3]=1. The catalyst class is: 7. (3) Reactant: [Cl:1][C:2]1[CH:10]=[CH:9][C:8]2[NH:7][C:6]3[CH2:11][CH2:12][N:13]([CH3:15])[CH2:14][C:5]=3[C:4]=2[CH:3]=1.[H-].[Na+].[CH:18]1([C:22]2([C:25]3[CH:30]=[CH:29][C:28]([F:31])=[CH:27][CH:26]=3)[CH2:24][O:23]2)[CH2:21][CH2:20][CH2:19]1. Product: [Cl:1][C:2]1[CH:10]=[CH:9][C:8]2[N:7]([CH2:24][C:22]([CH:18]3[CH2:21][CH2:20][CH2:19]3)([C:25]3[CH:30]=[CH:29][C:28]([F:31])=[CH:27][CH:26]=3)[OH:23])[C:6]3[CH2:11][CH2:12][N:13]([CH3:15])[CH2:14][C:5]=3[C:4]=2[CH:3]=1. The catalyst class is: 3. (4) Reactant: [CH2:1]([S:3]([C:6]1[CH:13]=[CH:12][CH:11]=[CH:10][C:7]=1[C:8]#[N:9])(=[O:5])=[O:4])[CH3:2].Cl.[H][H]. Product: [CH2:1]([S:3]([C:6]1[CH:13]=[CH:12][CH:11]=[CH:10][C:7]=1[CH2:8][NH2:9])(=[O:5])=[O:4])[CH3:2]. The catalyst class is: 19. (5) Reactant: [Cl:1][C:2]1[N:11]=[C:10]([S:12][CH:13]2[CH2:18][CH2:17][N:16](C(OC(C)(C)C)=O)[CH2:15][CH2:14]2)[C:9]2[C:4](=[CH:5][C:6]([O:28][CH3:29])=[C:7]([O:26][CH3:27])[CH:8]=2)[N:3]=1.O1CCOCC1. Product: [ClH:1].[ClH:1].[ClH:1].[Cl:1][C:2]1[N:11]=[C:10]([S:12][CH:13]2[CH2:14][CH2:15][NH:16][CH2:17][CH2:18]2)[C:9]2[C:4](=[CH:5][C:6]([O:28][CH3:29])=[C:7]([O:26][CH3:27])[CH:8]=2)[N:3]=1. The catalyst class is: 33.